From a dataset of Reaction yield outcomes from USPTO patents with 853,638 reactions. Predict the reaction yield, written as a fraction of the theoretical maximum amount of product (1.0 means a 100% yield; for example, 0.34 means a 34% yield). (1) The product is [CH2:10]([O:9][C:7]([N:17]1[CH2:18][CH2:22][CH2:23][CH:1]1[C:2]([Cl:4])=[O:3])=[O:8])[C:11]1[CH:16]=[CH:15][CH:14]=[CH:13][CH:12]=1. The catalyst is CN(C)C=O.C(Cl)Cl. The yield is 0.980. The reactants are [C:1](Cl)(=O)[C:2]([Cl:4])=[O:3].[C:7]([N:17]1C[CH2:23][CH2:22][CH:18]1C(O)=O)([O:9][CH2:10][C:11]1[CH:16]=[CH:15][CH:14]=[CH:13][CH:12]=1)=[O:8]. (2) The reactants are C(OC([N:8]1[C:17]2[C:12](=[CH:13][CH:14]=[C:15]([CH2:18][CH2:19][O:20][C:21]3[CH:22]=[CH:23][C:24]4[C:28]([CH2:29][CH2:30][C:31]([OH:33])=[O:32])=[CH:27][S:26][C:25]=4[CH:34]=3)[N:16]=2)[CH2:11][CH2:10][CH2:9]1)=O)(C)(C)C. The catalyst is C1COCC1. The product is [N:16]1[C:17]2[NH:8][CH2:9][CH2:10][CH2:11][C:12]=2[CH:13]=[CH:14][C:15]=1[CH2:18][CH2:19][O:20][C:21]1[CH:22]=[CH:23][C:24]2[C:28]([CH2:29][CH2:30][C:31]([OH:33])=[O:32])=[CH:27][S:26][C:25]=2[CH:34]=1. The yield is 0.240. (3) The reactants are Br[C:2]1[CH:3]=[C:4]2[C:8]3=[C:9]([CH2:11][S:12][CH2:13][CH2:14][N:7]3[C@H:6]3[CH2:15][CH2:16][N:17](C(OC(C)(C)C)=O)[CH2:18][C@@H:5]23)[CH:10]=1.[CH3:26][C:27]1[CH:32]=[C:31]([O:33][CH3:34])[CH:30]=[CH:29][C:28]=1B(O)O. The catalyst is COCCOC.C(OCC)(=O)C. The product is [CH3:34][O:33][C:31]1[CH:30]=[CH:29][C:28]([C:2]2[CH:3]=[C:4]3[C:8]4=[C:9]([CH2:11][S:12][CH2:13][CH2:14][N:7]4[C@H:6]4[CH2:15][CH2:16][NH:17][CH2:18][C@@H:5]34)[CH:10]=2)=[C:27]([CH3:26])[CH:32]=1. The yield is 0.450. (4) The reactants are Br[C:2]1[C:7]([N:8]([CH2:22][O:23][CH3:24])[S:9]([C:12]2[CH:17]=[CH:16][C:15]([C:18]([CH3:21])([CH3:20])[CH3:19])=[CH:14][CH:13]=2)(=[O:11])=[O:10])=[CH:6][C:5]([Cl:25])=[CH:4][N:3]=1.[F:26][C:27]1[N:32]=[CH:31][C:30]([CH:33]=[O:34])=[CH:29][CH:28]=1. No catalyst specified. The product is [C:18]([C:15]1[CH:16]=[CH:17][C:12]([S:9]([N:8]([C:7]2[C:2]([C:33]([C:30]3[CH:31]=[N:32][C:27]([F:26])=[CH:28][CH:29]=3)=[O:34])=[N:3][CH:4]=[C:5]([Cl:25])[CH:6]=2)[CH2:22][O:23][CH3:24])(=[O:11])=[O:10])=[CH:13][CH:14]=1)([CH3:21])([CH3:20])[CH3:19]. The yield is 0.380. (5) The reactants are [CH3:1][O:2][C:3]([CH:5](P(OC)(OC)=O)[NH:6][C:7]([O:9][CH2:10][C:11]1[CH:16]=[CH:15][CH:14]=[CH:13][CH:12]=1)=[O:8])=[O:4].N12CCCN=C1CCCCC2.[F:34][C:35]1[CH:42]=[CH:41][CH:40]=[C:39]([F:43])[C:36]=1[CH:37]=O.C(OCC)C. The catalyst is C(Cl)Cl. The product is [CH3:1][O:2][C:3](=[O:4])[C:5]([NH:6][C:7]([O:9][CH2:10][C:11]1[CH:12]=[CH:13][CH:14]=[CH:15][CH:16]=1)=[O:8])=[CH:37][C:36]1[C:35]([F:34])=[CH:42][CH:41]=[CH:40][C:39]=1[F:43]. The yield is 0.720. (6) The reactants are C(C1C=C(NC2N=C(NC3C=CC=C(C(O)=O)C=3)C(F)=CN=2)C=CC=1)(O)=O.[OH:28][C:29]1[CH:30]=[C:31]([NH:39][C:40]2[N:45]=[C:44]([NH:46][C:47]3[CH:52]=[CH:51][C:50]([C:53]([O:55]C)=[O:54])=[C:49]([OH:57])[CH:48]=3)[C:43]([F:58])=[CH:42][N:41]=2)[CH:32]=[CH:33][C:34]=1[C:35]([O:37]C)=[O:36].[OH-].[Na+]. No catalyst specified. The product is [OH:28][C:29]1[CH:30]=[C:31]([NH:39][C:40]2[N:45]=[C:44]([NH:46][C:47]3[CH:52]=[CH:51][C:50]([C:53]([OH:55])=[O:54])=[C:49]([OH:57])[CH:48]=3)[C:43]([F:58])=[CH:42][N:41]=2)[CH:32]=[CH:33][C:34]=1[C:35]([OH:37])=[O:36]. The yield is 0.770.